From a dataset of Forward reaction prediction with 1.9M reactions from USPTO patents (1976-2016). Predict the product of the given reaction. (1) Given the reactants I[C:2]1[CH:12]=[CH:11][C:5]([C:6]([O:8][CH2:9][CH3:10])=[O:7])=[CH:4][CH:3]=1.[CH:13]1([CH:17]=[O:18])[CH2:16][CH2:15][CH2:14]1, predict the reaction product. The product is: [CH:13]1([CH:17]([OH:18])[C:2]2[CH:12]=[CH:11][C:5]([C:6]([O:8][CH2:9][CH3:10])=[O:7])=[CH:4][CH:3]=2)[CH2:16][CH2:15][CH2:14]1. (2) Given the reactants [CH:1]([C:3]1[S:7][C:6](/[CH:8]=[CH:9]/[C:10]([OH:12])=O)=[CH:5][C:4]=1[CH3:13])=[O:2].[F:14][C:15]([F:29])([F:28])[CH:16]([C:18]1[CH:23]=[CH:22][CH:21]=[C:20]([C:24]([F:27])([F:26])[F:25])[CH:19]=1)[NH2:17].CN(C(ON1N=NC2C=CC=NC1=2)=[N+](C)C)C.F[P-](F)(F)(F)(F)F.O, predict the reaction product. The product is: [CH:1]([C:3]1[S:7][C:6](/[CH:8]=[CH:9]/[C:10]([NH:17][CH:16]([C:18]2[CH:23]=[CH:22][CH:21]=[C:20]([C:24]([F:25])([F:26])[F:27])[CH:19]=2)[C:15]([F:29])([F:28])[F:14])=[O:12])=[CH:5][C:4]=1[CH3:13])=[O:2]. (3) Given the reactants CC1(C)[CH2:7][CH2:6][CH2:5][C:4]([CH3:9])([CH3:8])N1.C([Li])CCC.[F:16][C:17]1[CH:22]=[CH:21][C:20]([CH2:23][CH2:24][OH:25])=[CH:19][CH:18]=1.CN([CH:29]=[O:30])C, predict the reaction product. The product is: [CH3:7][CH2:6][CH2:5][CH:4]([CH3:9])[CH3:8].[F:16][C:17]1[CH:22]=[CH:21][C:20]([CH2:23][CH2:24][OH:25])=[CH:19][C:18]=1[CH:29]=[O:30]. (4) Given the reactants Cl[C:2]1[N:3]=[C:4]([N:21]2[CH2:26][CH2:25][O:24][CH2:23][CH2:22]2)[C:5]2[S:10][C:9]([CH2:11][N:12]3[CH2:17][CH2:16][N:15]([CH:18]4[CH2:20][CH2:19]4)[CH2:14][CH2:13]3)=[CH:8][C:6]=2[N:7]=1.CC1(C)C(C)(C)OB([C:35]2[CH:43]=[C:42]([C:44]#[N:45])[CH:41]=[C:40]3[C:36]=2[CH:37]=[CH:38][NH:39]3)O1, predict the reaction product. The product is: [CH:18]1([N:15]2[CH2:16][CH2:17][N:12]([CH2:11][C:9]3[S:10][C:5]4[C:4]([N:21]5[CH2:26][CH2:25][O:24][CH2:23][CH2:22]5)=[N:3][C:2]([C:35]5[CH:43]=[C:42]([C:44]#[N:45])[CH:41]=[C:40]6[C:36]=5[CH:37]=[CH:38][NH:39]6)=[N:7][C:6]=4[CH:8]=3)[CH2:13][CH2:14]2)[CH2:20][CH2:19]1. (5) Given the reactants [F:1][C:2]1[CH:3]=[C:4]([C:9]2(O)[CH2:14][CH2:13][N:12]([S:15]([CH3:18])(=[O:17])=[O:16])[CH2:11][CH2:10]2)[CH:5]=[CH:6][C:7]=1[OH:8].O1CCOCC1.C(=O)([O-])[O-].[Na+].[Na+], predict the reaction product. The product is: [F:1][C:2]1[CH:3]=[C:4]([C:9]2[CH2:14][CH2:13][N:12]([S:15]([CH3:18])(=[O:16])=[O:17])[CH2:11][CH:10]=2)[CH:5]=[CH:6][C:7]=1[OH:8]. (6) Given the reactants [C:1]([O:5][C:6]([NH:8][CH2:9][C:10]1[CH:19]=[CH:18][C:13]([C:14]([O:16]C)=O)=[CH:12][CH:11]=1)=[O:7])([CH3:4])([CH3:3])[CH3:2].Cl.[Cl:21][C:22]1[CH:23]=[C:24]2[C:29](=[CH:30][CH:31]=1)[CH:28]=[C:27]([S:32]([N:35]1[CH2:40][CH2:39][NH:38][CH2:37][CH2:36]1)(=[O:34])=[O:33])[CH:26]=[CH:25]2, predict the reaction product. The product is: [C:1]([O:5][C:6]([NH:8][CH2:9][C:10]1[CH:11]=[CH:12][C:13]([C:14]([N:38]2[CH2:37][CH2:36][N:35]([S:32]([C:27]3[CH:26]=[CH:25][C:24]4[C:29](=[CH:30][CH:31]=[C:22]([Cl:21])[CH:23]=4)[CH:28]=3)(=[O:34])=[O:33])[CH2:40][CH2:39]2)=[O:16])=[CH:18][CH:19]=1)=[O:7])([CH3:2])([CH3:3])[CH3:4].